Dataset: Acute oral toxicity (LD50) regression data from Zhu et al.. Task: Regression/Classification. Given a drug SMILES string, predict its toxicity properties. Task type varies by dataset: regression for continuous values (e.g., LD50, hERG inhibition percentage) or binary classification for toxic/non-toxic outcomes (e.g., AMES mutagenicity, cardiotoxicity, hepatotoxicity). Dataset: ld50_zhu. (1) The compound is Cc1ccc(NC(=O)CF)cc1. The rat oral LD50 is 4.38, given as -log10 of the dose in mol/kg body weight (higher means more acutely toxic). (2) The compound is CN(N=O)c1cccnc1. The rat oral LD50 is 4.14, given as -log10 of the dose in mol/kg body weight (higher means more acutely toxic). (3) The molecule is ClCC(Cl)Cl. The rat oral LD50 is 2.20, given as -log10 of the dose in mol/kg body weight (higher means more acutely toxic). (4) The molecule is Cc1cc([N+](=O)[O-])cc([N+](=O)[O-])c1. The rat oral LD50 is 2.93, given as -log10 of the dose in mol/kg body weight (higher means more acutely toxic). (5) The molecule is CNC(=S)NNc1cc(C(F)(F)F)cc(C(F)(F)F)c1. The rat oral LD50 is 2.88, given as -log10 of the dose in mol/kg body weight (higher means more acutely toxic). (6) The molecule is CC1CCC(C(C)C)C(O)C1. The rat oral LD50 is 1.69, given as -log10 of the dose in mol/kg body weight (higher means more acutely toxic).